Dataset: Forward reaction prediction with 1.9M reactions from USPTO patents (1976-2016). Task: Predict the product of the given reaction. (1) The product is: [CH3:1][O:2][CH2:3][CH2:4][CH2:5][C:6]1[CH:7]=[C:8]2[C:27](=[CH:28][CH:29]=1)[O:26][CH2:25][C:21]1([CH2:24][O:23][CH2:22]1)[C:9]12[CH2:13][O:12][C:11]([N:14]([C:18]([O:20][C:9]([CH3:21])([CH3:13])[CH3:8])=[O:19])[C:15]([O:17][C:6]([CH3:7])([CH3:29])[CH3:5])=[O:16])=[N:10]1. Given the reactants [CH3:1][O:2][CH2:3][C:4]#[C:5][C:6]1[CH:7]=[C:8]2[C:27](=[CH:28][CH:29]=1)[O:26][CH2:25][C:21]1([CH2:24][O:23][CH2:22]1)[C:9]12[CH2:13][O:12][C:11]([N:14]([C:18]([O-:20])=[O:19])[C:15]([O-:17])=[O:16])=[N:10]1, predict the reaction product. (2) Given the reactants [CH2:1]([O:8][N:9]1[C:14](=[O:15])[CH:13]=[C:12](OS(C(F)(F)F)(=O)=O)[C:11]([C:24]([O:26][CH2:27][CH3:28])=[O:25])=[CH:10]1)[C:2]1[CH:7]=[CH:6][CH:5]=[CH:4][CH:3]=1.[Cl:29][C:30]1[CH:31]=[CH:32][C:33]([CH3:37])=[C:34]([CH:36]=1)[NH2:35].C1(P(C2C=CC=CC=2)C2C=CC3C(=CC=CC=3)C=2C2C3C(=CC=CC=3)C=CC=2P(C2C=CC=CC=2)C2C=CC=CC=2)C=CC=CC=1.C(=O)([O-])[O-].[Cs+].[Cs+].[Cl-].[NH4+], predict the reaction product. The product is: [CH2:1]([O:8][N:9]1[C:14](=[O:15])[CH:13]=[C:12]([NH:35][C:34]2[CH:36]=[C:30]([Cl:29])[CH:31]=[CH:32][C:33]=2[CH3:37])[C:11]([C:24]([O:26][CH2:27][CH3:28])=[O:25])=[CH:10]1)[C:2]1[CH:7]=[CH:6][CH:5]=[CH:4][CH:3]=1.